From a dataset of Catalyst prediction with 721,799 reactions and 888 catalyst types from USPTO. Predict which catalyst facilitates the given reaction. (1) Reactant: [NH2:1][CH2:2][CH2:3][CH:4]1[O:10][CH2:9][CH2:8][N:7]([C:11]([O:13][C:14]([CH3:17])([CH3:16])[CH3:15])=[O:12])[CH2:6][CH:5]1[C:18]1[CH:23]=[CH:22][C:21]([Cl:24])=[C:20]([Cl:25])[CH:19]=1.C(N(CC)CC)C.[CH3:33][S:34](Cl)(=[O:36])=[O:35].O. Product: [Cl:25][C:20]1[CH:19]=[C:18]([CH:5]2[CH:4]([CH2:3][CH2:2][NH:1][S:34]([CH3:33])(=[O:36])=[O:35])[O:10][CH2:9][CH2:8][N:7]([C:11]([O:13][C:14]([CH3:17])([CH3:16])[CH3:15])=[O:12])[CH2:6]2)[CH:23]=[CH:22][C:21]=1[Cl:24]. The catalyst class is: 1. (2) Reactant: [N:1]1([CH2:7][CH2:8][S:9][C:10]2[CH:11]=[C:12]([C:20]3[C:24]4[CH2:25][NH:26][CH2:27][CH2:28][C:23]=4[N:22]([CH2:29][CH:30]([OH:44])[CH2:31][N:32]4[CH2:37][CH2:36][CH:35]([C:38]5[CH:43]=[CH:42][CH:41]=[CH:40][N:39]=5)[CH2:34][CH2:33]4)[N:21]=3)[CH:13]=[CH:14][C:15]=2[C:16]([F:19])([F:18])[F:17])[CH2:6][CH2:5][CH2:4][CH2:3][CH2:2]1.C=O.[BH3-][C:48]#N.[Na+]. Product: [CH3:48][N:26]1[CH2:27][CH2:28][C:23]2[N:22]([CH2:29][CH:30]([OH:44])[CH2:31][N:32]3[CH2:37][CH2:36][CH:35]([C:38]4[CH:43]=[CH:42][CH:41]=[CH:40][N:39]=4)[CH2:34][CH2:33]3)[N:21]=[C:20]([C:12]3[CH:13]=[CH:14][C:15]([C:16]([F:17])([F:19])[F:18])=[C:10]([S:9][CH2:8][CH2:7][N:1]4[CH2:2][CH2:3][CH2:4][CH2:5][CH2:6]4)[CH:11]=3)[C:24]=2[CH2:25]1. The catalyst class is: 10. (3) Reactant: [C:1]([O:5][C@@H:6]([C:12]1[C:13]([CH3:32])=[N:14][C:15]2[N:16]([N:24]=[C:25]([C:27]([O:29]CC)=[O:28])[CH:26]=2)[C:17]=1/[CH:18]=[CH:19]/[CH2:20][CH:21]([CH3:23])[CH3:22])[C:7]([O:9][CH2:10][CH3:11])=[O:8])([CH3:4])([CH3:3])[CH3:2].[OH-].[Na+]. Product: [C:1]([O:5][C@@H:6]([C:12]1[C:13]([CH3:32])=[N:14][C:15]2[N:16]([N:24]=[C:25]([C:27]([OH:29])=[O:28])[CH:26]=2)[C:17]=1/[CH:18]=[CH:19]/[CH2:20][CH:21]([CH3:22])[CH3:23])[C:7]([O:9][CH2:10][CH3:11])=[O:8])([CH3:3])([CH3:4])[CH3:2]. The catalyst class is: 14. (4) Reactant: I[C:2]1[CH:11]=[CH:10][C:5]([C:6]([O:8][CH3:9])=[O:7])=[CH:4][CH:3]=1.C[Si]([C:16]#[CH:17])(C)C. Product: [C:16]([C:2]1[CH:11]=[CH:10][C:5]([C:6]([O:8][CH3:9])=[O:7])=[CH:4][CH:3]=1)#[CH:17]. The catalyst class is: 432. (5) Reactant: [CH2:1]1[O:11][C:4]2([CH2:9][CH2:8][C:7](=[O:10])[CH2:6][CH2:5]2)[O:3][CH2:2]1.[CH3:12][Mg]Cl.[Cl-].[NH4+]. Product: [CH3:12][C:7]1([OH:10])[CH2:6][CH2:5][C:4]2([O:3][CH2:2][CH2:1][O:11]2)[CH2:9][CH2:8]1. The catalyst class is: 1.